From a dataset of Peptide-MHC class I binding affinity with 185,985 pairs from IEDB/IMGT. Regression. Given a peptide amino acid sequence and an MHC pseudo amino acid sequence, predict their binding affinity value. This is MHC class I binding data. (1) The MHC is HLA-A30:01 with pseudo-sequence HLA-A30:01. The binding affinity (normalized) is 0.0847. The peptide sequence is RPMSASRPA. (2) The peptide sequence is MTLWYMWQV. The MHC is HLA-A02:01 with pseudo-sequence HLA-A02:01. The binding affinity (normalized) is 0.758. (3) The peptide sequence is KQPNRPLFI. The MHC is HLA-A02:11 with pseudo-sequence HLA-A02:11. The binding affinity (normalized) is 0.355. (4) The peptide sequence is ASYRLCLYR. The MHC is HLA-A24:03 with pseudo-sequence HLA-A24:03. The binding affinity (normalized) is 0.209.